Dataset: Catalyst prediction with 721,799 reactions and 888 catalyst types from USPTO. Task: Predict which catalyst facilitates the given reaction. Reactant: [NH2:1][CH2:2][CH:3]1[CH:8]([CH3:9])[CH2:7][CH2:6][CH2:5][N:4]1[C:10]([O:12][CH2:13][CH:14]=[CH2:15])=[O:11].Cl[C:17]1[CH:22]=[CH:21][C:20]([C:23]([F:26])([F:25])[F:24])=[CH:19][N:18]=1.C([O-])([O-])=O.[Cs+].[Cs+]. Product: [CH3:9][CH:8]1[CH2:7][CH2:6][CH2:5][N:4]([C:10]([O:12][CH2:13][CH:14]=[CH2:15])=[O:11])[CH:3]1[CH2:2][NH:1][C:17]1[CH:22]=[CH:21][C:20]([C:23]([F:26])([F:25])[F:24])=[CH:19][N:18]=1. The catalyst class is: 31.